Dataset: Acute oral toxicity (LD50) regression data from Zhu et al.. Task: Regression/Classification. Given a drug SMILES string, predict its toxicity properties. Task type varies by dataset: regression for continuous values (e.g., LD50, hERG inhibition percentage) or binary classification for toxic/non-toxic outcomes (e.g., AMES mutagenicity, cardiotoxicity, hepatotoxicity). Dataset: ld50_zhu. The molecule is CC(C)=CCCC(C)CC#N. The rat oral LD50 is 1.46, given as -log10 of the dose in mol/kg body weight (higher means more acutely toxic).